From a dataset of Full USPTO retrosynthesis dataset with 1.9M reactions from patents (1976-2016). Predict the reactants needed to synthesize the given product. (1) Given the product [CH3:1][C:2]1[C:3]([N:9]2[C@@H:16]3[C@@H:11]([CH2:12][CH2:13][N:14]([C:39]([C:38]4[CH:42]=[C:34]([F:33])[CH:35]=[CH:36][C:37]=4[N:43]4[N:47]=[CH:46][CH:45]=[N:44]4)=[O:40])[CH2:15]3)[CH2:10]2)=[N:4][C:5]([CH3:8])=[CH:6][N:7]=1, predict the reactants needed to synthesize it. The reactants are: [CH3:1][C:2]1[C:3]([N:9]2[C@@H:16]3[C@@H:11]([CH2:12][CH2:13][NH:14][CH2:15]3)[CH2:10]2)=[N:4][C:5]([CH3:8])=[CH:6][N:7]=1.CC1C=C(C)N=C(N2[C@@H]3[C@@H](CCNC3)C2)N=1.[F:33][C:34]1[CH:35]=[CH:36][C:37]([N:43]2[N:47]=[CH:46][CH:45]=[N:44]2)=[C:38]([CH:42]=1)[C:39](O)=[O:40].S1C=CC=C1C1C=CC=CC=1C(O)=O. (2) Given the product [O:13]=[C:12]1[CH:11]=[CH:10][N:9]([C:14]2[CH:19]=[CH:18][CH:17]=[C:16]([O:20][C:21]([F:24])([F:23])[F:22])[CH:15]=2)[N:8]=[C:7]1[C:5]1[N:26]([C:28]2[CH:29]=[C:30]([CH:34]=[CH:35][CH:36]=2)[C:31]([NH2:33])=[O:32])[N:2]=[CH:3][CH:4]=1, predict the reactants needed to synthesize it. The reactants are: C[N:2](C)/[CH:3]=[CH:4]/[C:5]([C:7]1[C:12](=[O:13])[CH:11]=[CH:10][N:9]([C:14]2[CH:19]=[CH:18][CH:17]=[C:16]([O:20][C:21]([F:24])([F:23])[F:22])[CH:15]=2)[N:8]=1)=O.[NH:26]([C:28]1[CH:29]=[C:30]([CH:34]=[CH:35][CH:36]=1)[C:31]([NH2:33])=[O:32])N. (3) Given the product [Cl:1][C:2]1[CH:7]=[CH:6][C:5]([C:8]2[CH:13]=[N:12][C:11]([C:21]#[C:20][Si:17]([CH3:19])([CH3:18])[CH3:16])=[CH:10][N:9]=2)=[C:4]([CH3:15])[CH:3]=1, predict the reactants needed to synthesize it. The reactants are: [Cl:1][C:2]1[CH:7]=[CH:6][C:5]([C:8]2[CH:13]=[N:12][C:11](I)=[CH:10][N:9]=2)=[C:4]([CH3:15])[CH:3]=1.[CH3:16][Si:17]([C:20]#[CH:21])([CH3:19])[CH3:18]. (4) Given the product [ClH:2].[NH2:11][CH:19]([C:20]1[C:25](=[O:26])[CH2:24][CH2:23][CH2:22][C:21]=1[NH:27][C:28]1[CH:33]=[CH:32][CH:31]=[C:30]([C:34]([F:35])([F:36])[F:37])[CH:29]=1)[C:23]1[CH:24]=[CH:25][C:20]([C:19]#[N:11])=[CH:21][C:22]=1[Cl:1], predict the reactants needed to synthesize it. The reactants are: [ClH:1].[Cl:2]C1C=C(C#N)C=CC=1[N:11]([CH2:19][C:20]1[C:25](=[O:26])[CH2:24][CH2:23][CH2:22][C:21]=1[NH:27][C:28]1[CH:33]=[CH:32][CH:31]=[C:30]([C:34]([F:37])([F:36])[F:35])[CH:29]=1)C(=O)OC(C)(C)C. (5) The reactants are: C([N:8]1[CH2:12][CH2:11][CH:10]([N:13]2[CH2:17][CH2:16][CH2:15][CH2:14]2)[CH2:9]1)C1C=CC=CC=1. Given the product [N:13]1([CH:10]2[CH2:11][CH2:12][NH:8][CH2:9]2)[CH2:17][CH2:16][CH2:15][CH2:14]1, predict the reactants needed to synthesize it. (6) Given the product [Br:15][CH:7]([CH2:8][CH3:9])[C:6]([C:3]1[CH:4]=[CH:5][S:1][CH:2]=1)=[O:10], predict the reactants needed to synthesize it. The reactants are: [S:1]1[CH:5]=[CH:4][C:3]([C:6](=[O:10])[CH2:7][CH2:8][CH3:9])=[CH:2]1.C(O)(=O)C.[Br:15]Br. (7) Given the product [ClH:27].[CH2:23]([C:20]1([CH2:25][CH3:26])[CH2:21][CH2:22][CH:17]([C:4]2[CH:3]=[C:2]([N:34]3[CH2:35][CH2:36][CH:31]([CH2:30][O:29][CH3:28])[CH2:32][CH2:33]3)[CH:7]=[CH:6][C:5]=2[N:8]2[CH2:13][CH2:12][N:11]([CH2:14][CH2:15][CH3:16])[CH2:10][CH2:9]2)[CH2:18][CH2:19]1)[CH3:24], predict the reactants needed to synthesize it. The reactants are: Br[C:2]1[CH:7]=[CH:6][C:5]([N:8]2[CH2:13][CH2:12][N:11]([CH2:14][CH2:15][CH3:16])[CH2:10][CH2:9]2)=[C:4]([CH:17]2[CH2:22][CH2:21][C:20]([CH2:25][CH3:26])([CH2:23][CH3:24])[CH2:19][CH2:18]2)[CH:3]=1.[ClH:27].[CH3:28][O:29][CH2:30][CH:31]1[CH2:36][CH2:35][NH:34][CH2:33][CH2:32]1.CC(C)([O-])C.[Na+].F[B-](F)(F)F.C([PH+](C(C)(C)C)C(C)(C)C)(C)(C)C. (8) Given the product [CH2:1]([C@H:8]1[CH2:12][O:11][C:10](=[O:13])[N:9]1[C:14](=[O:38])[C@H:15]([CH2:20][C:21]1[C:25]([CH:26]2[CH2:28][CH2:27]2)=[C:24]([CH:29]2[CH2:32][CH:31]([CH2:33][C:34]([CH3:35])([CH3:37])[CH3:36])[CH2:30]2)[O:23][N:22]=1)[CH2:16][CH2:17][C:18]([OH:40])=[O:19])[C:2]1[CH:3]=[CH:4][CH:5]=[CH:6][CH:7]=1, predict the reactants needed to synthesize it. The reactants are: [CH2:1]([C@H:8]1[CH2:12][O:11][C:10](=[O:13])[N:9]1[C:14](=[O:38])[C@H:15]([CH2:20][C:21]1[C:25]([CH:26]2[CH2:28][CH2:27]2)=[C:24]([CH:29]2[CH2:32][CH:31]([CH2:33][C:34]([CH3:37])([CH3:36])[CH3:35])[CH2:30]2)[O:23][N:22]=1)[CH2:16][CH2:17][CH2:18][OH:19])[C:2]1[CH:7]=[CH:6][CH:5]=[CH:4][CH:3]=1.P([O-])([O-])([O-])=[O:40].Cl([O-])=O.[Na+].Cl[O-].[Na+].S([O-])([O-])=O.[Na+].[Na+].S([O-])(O)(=O)=O.[K+]. (9) The reactants are: Cl[CH2:2][C:3](=O)[C:4]([F:7])([F:6])[F:5].[Cl:9][C:10]1[N:15]=[N:14][C:13]([NH2:16])=[CH:12][CH:11]=1. Given the product [Cl:9][C:10]1[CH:11]=[CH:12][C:13]2[N:14]([CH:2]=[C:3]([C:4]([F:7])([F:6])[F:5])[N:16]=2)[N:15]=1, predict the reactants needed to synthesize it.